From a dataset of Full USPTO retrosynthesis dataset with 1.9M reactions from patents (1976-2016). Predict the reactants needed to synthesize the given product. (1) Given the product [Cl:19][C:16]1[CH:17]=[CH:18][C:13]([C:9]2[C:8]([C:6]3[CH:5]=[CH:4][N:3]=[C:2]([NH:33][C:30]4[CH:29]=[CH:28][C:27]([N:24]5[CH2:23][CH2:22][N:21]([CH3:20])[CH2:26][CH2:25]5)=[CH:32][CH:31]=4)[N:7]=3)=[CH:12][NH:11][N:10]=2)=[CH:14][CH:15]=1, predict the reactants needed to synthesize it. The reactants are: Cl[C:2]1[N:7]=[C:6]([C:8]2[C:9]([C:13]3[CH:18]=[CH:17][C:16]([Cl:19])=[CH:15][CH:14]=3)=[N:10][NH:11][CH:12]=2)[CH:5]=[CH:4][N:3]=1.[CH3:20][N:21]1[CH2:26][CH2:25][N:24]([C:27]2[CH:32]=[CH:31][C:30]([NH2:33])=[CH:29][CH:28]=2)[CH2:23][CH2:22]1.Cl. (2) Given the product [CH:29]([C:2]1[CH:3]=[C:4]2[N:10]=[CH:9][N:8]([CH2:11][C:12]3[CH:28]=[CH:27][C:15]4[N:16]=[C:17]([NH:19][C@@H:20]5[CH2:25][CH2:24][CH2:23][CH2:22][C@H:21]5[OH:26])[S:18][C:14]=4[CH:13]=3)[C:5]2=[N:6][CH:7]=1)=[CH2:30], predict the reactants needed to synthesize it. The reactants are: Br[C:2]1[CH:3]=[C:4]2[N:10]=[CH:9][N:8]([CH2:11][C:12]3[CH:28]=[CH:27][C:15]4[N:16]=[C:17]([NH:19][C@@H:20]5[CH2:25][CH2:24][CH2:23][CH2:22][C@H:21]5[OH:26])[S:18][C:14]=4[CH:13]=3)[C:5]2=[N:6][CH:7]=1.[CH:29]([B-](F)(F)F)=[CH2:30].[K+]. (3) Given the product [CH:16]1([N:7]2[CH2:8][CH:9]([CH2:14][CH3:15])[C:10](=[O:13])[N:11]([CH3:12])[C:5]3[CH:4]=[N:3][C:2]([NH:22][C:23]4[CH:31]=[CH:30][C:26]([C:27]([OH:29])=[O:28])=[CH:25][C:24]=4[O:32][CH3:33])=[N:21][C:6]2=3)[CH2:20][CH2:19][CH2:18][CH2:17]1, predict the reactants needed to synthesize it. The reactants are: Cl[C:2]1[N:3]=[CH:4][C:5]2[N:11]([CH3:12])[C:10](=[O:13])[CH:9]([CH2:14][CH3:15])[CH2:8][N:7]([CH:16]3[CH2:20][CH2:19][CH2:18][CH2:17]3)[C:6]=2[N:21]=1.[NH2:22][C:23]1[CH:31]=[CH:30][C:26]([C:27]([OH:29])=[O:28])=[CH:25][C:24]=1[O:32][CH3:33].C(O)C.